Dataset: Full USPTO retrosynthesis dataset with 1.9M reactions from patents (1976-2016). Task: Predict the reactants needed to synthesize the given product. (1) Given the product [Cl:35][CH2:36][C:37]1[CH:38]=[CH:39][C:40]([C:43]([N:45]=[C:46]=[S:47])=[O:44])=[CH:41][CH:42]=1.[Cl:35][CH2:36][C:37]1[CH:38]=[CH:39][C:40]([C:43]([NH:45][C:46]([NH:31][C:30]2[CH:32]=[CH:33][C:27]([O:26][C:17]3[C:16]4[C:21](=[CH:22][C:23]([O:24][CH3:25])=[C:14]([O:13][CH3:12])[CH:15]=4)[N:20]=[CH:19][CH:18]=3)=[C:28]([F:34])[CH:29]=2)=[S:47])=[O:44])=[CH:41][CH:42]=1, predict the reactants needed to synthesize it. The reactants are: ClCC1C=CC(C(Cl)=O)=CC=1.[CH3:12][O:13][C:14]1[CH:15]=[C:16]2[C:21](=[CH:22][C:23]=1[O:24][CH3:25])[N:20]=[CH:19][CH:18]=[C:17]2[O:26][C:27]1[CH:33]=[CH:32][C:30]([NH2:31])=[CH:29][C:28]=1[F:34].[Cl:35][CH2:36][C:37]1[CH:42]=[CH:41][C:40]([C:43]([N:45]=[C:46]=[S:47])=[O:44])=[CH:39][CH:38]=1. (2) Given the product [CH3:30][C@H:31]1[N:36]([C:8]([C:7]2[CH:11]=[CH:12][CH:13]=[CH:14][C:6]=2[N:2]2[N:1]=[CH:5][CH:4]=[N:3]2)=[O:10])[CH2:35][C@H:34]([O:37][C:38]2[CH:43]=[C:42]([C:44]#[N:45])[CH:41]=[CH:40][N:39]=2)[CH2:33][CH2:32]1, predict the reactants needed to synthesize it. The reactants are: [N:1]1[N:2]([C:6]2[CH:14]=[CH:13][CH:12]=[CH:11][C:7]=2[C:8]([OH:10])=O)[N:3]=[CH:4][CH:5]=1.ON1C2N=CC=CC=2N=N1.C(Cl)CCl.Cl.[CH3:30][C@H:31]1[NH:36][CH2:35][C@H:34]([O:37][C:38]2[CH:43]=[C:42]([C:44]#[N:45])[CH:41]=[CH:40][N:39]=2)[CH2:33][CH2:32]1.CCN(C(C)C)C(C)C.C([O-])(O)=O.[Na+].